This data is from Forward reaction prediction with 1.9M reactions from USPTO patents (1976-2016). The task is: Predict the product of the given reaction. (1) Given the reactants [CH3:1][O:2][C:3]1[C:8]2[C:9]([C:31]3[CH:32]=[N:33][NH:34][CH:35]=3)=[N:10][N:11](C(C3C=CC=CC=3)(C3C=CC=CC=3)C3C=CC=CC=3)[C:7]=2[CH:6]=[CH:5][N:4]=1.[CH:36]1([CH2:39]Br)[CH2:38][CH2:37]1, predict the reaction product. The product is: [CH:36]1([CH2:39][N:34]2[CH:35]=[C:31]([C:9]3[C:8]4[C:3]([O:2][CH3:1])=[N:4][CH:5]=[CH:6][C:7]=4[NH:11][N:10]=3)[CH:32]=[N:33]2)[CH2:38][CH2:37]1. (2) Given the reactants [CH3:1][NH:2][C:3]([C:5]1[CH:10]=[C:9]([O:11][C:12]2[CH:17]=[CH:16][C:15]([NH2:18])=[CH:14][CH:13]=2)[CH:8]=[CH:7][N:6]=1)=[O:4].N[C:20]1C=CC(O)=CC=1, predict the reaction product. The product is: [CH3:1][NH:2][C:3]([C:5]1[CH:10]=[C:9]([O:11][C:12]2[CH:17]=[CH:16][C:15]([NH2:18])=[C:14]([CH3:20])[CH:13]=2)[CH:8]=[CH:7][N:6]=1)=[O:4]. (3) Given the reactants [F:1][C:2]1[CH:26]=[CH:25][C:24]([F:27])=[CH:23][C:3]=1[CH2:4][C@H:5]1[CH2:10][C@H:9]([C:11](=[O:18])[CH2:12][C:13](OCC)=[O:14])[CH2:8][CH2:7][N:6]1[C:19]([O:21][CH3:22])=[O:20].[OH-].[Na+].[NH2:30]O.Cl, predict the reaction product. The product is: [F:1][C:2]1[CH:26]=[CH:25][C:24]([F:27])=[CH:23][C:3]=1[CH2:4][C@H:5]1[CH2:10][C@H:9]([C:11]2[O:18][NH:30][C:13](=[O:14])[CH:12]=2)[CH2:8][CH2:7][N:6]1[C:19]([O:21][CH3:22])=[O:20]. (4) Given the reactants [OH:1]OS([O-])=O.[K+].[Cl:7][C:8]1[N:9]=[C:10]([N:28]2[CH2:33][CH2:32][O:31][CH2:30][CH2:29]2)[C:11]2[S:16][C:15]([C:17]3[CH:18]=[C:19]([S:23][CH2:24][C@@H:25]([OH:27])[CH3:26])[CH:20]=[CH:21][CH:22]=3)=[CH:14][C:12]=2[N:13]=1.[OH2:34], predict the reaction product. The product is: [Cl:7][C:8]1[N:9]=[C:10]([N:28]2[CH2:33][CH2:32][O:31][CH2:30][CH2:29]2)[C:11]2[S:16][C:15]([C:17]3[CH:18]=[C:19]([S:23]([CH2:24][C@@H:25]([OH:27])[CH3:26])(=[O:1])=[O:34])[CH:20]=[CH:21][CH:22]=3)=[CH:14][C:12]=2[N:13]=1. (5) Given the reactants CN1CCOCC1.[Br:8][C:9]1[CH:18]=[CH:17][C:12]([C:13]([NH:15][NH2:16])=[O:14])=[CH:11][CH:10]=1.[Cl:19][CH2:20][C:21](Cl)=[O:22], predict the reaction product. The product is: [Br:8][C:9]1[CH:18]=[CH:17][C:12]([C:13]([NH:15][NH:16][C:21](=[O:22])[CH2:20][Cl:19])=[O:14])=[CH:11][CH:10]=1. (6) Given the reactants BrC1C(N2CCN(C(NC3C=CC=CC=3)=O)CC2)=C2N=C(C3C=CC(N(C)C)=CC=3)NC2=NC=1.[Br:35][C:36]1[C:37]([N:46]2[CH2:51][CH2:50][N:49]([CH2:52][C:53]3[CH:54]=[N:55][CH:56]=[CH:57][CH:58]=3)[CH2:48][CH2:47]2)=[C:38]([N+:43]([O-])=O)[C:39]([NH2:42])=[N:40][CH:41]=1.[O-]S(S([O-])=O)=O.[Na+].[Na+].[N:67]1([CH2:72][C:73]2[CH:80]=[CH:79][C:76]([CH:77]=O)=[CH:75][CH:74]=2)[CH:71]=[CH:70][N:69]=[CH:68]1, predict the reaction product. The product is: [N:67]1([CH2:72][C:73]2[CH:80]=[CH:79][C:76]([C:77]3[NH:42][C:39]4=[N:40][CH:41]=[C:36]([Br:35])[C:37]([N:46]5[CH2:51][CH2:50][N:49]([CH2:52][C:53]6[CH:54]=[N:55][CH:56]=[CH:57][CH:58]=6)[CH2:48][CH2:47]5)=[C:38]4[N:43]=3)=[CH:75][CH:74]=2)[CH:71]=[CH:70][N:69]=[CH:68]1.